Predict the reaction yield, written as a fraction of the theoretical maximum amount of product (1.0 means a 100% yield; for example, 0.34 means a 34% yield). From a dataset of Reaction yield outcomes from USPTO patents with 853,638 reactions. (1) The reactants are [H-].[Na+].[CH:3]1[C:12]2[C:7](=[CH:8][CH:9]=[CH:10][CH:11]=2)[CH:6]=[CH:5][C:4]=1[S:13]([N:16]1[CH2:21][CH2:20][NH:19][CH2:18][CH2:17]1)(=[O:15])=[O:14].CS([C:26]1[N:31]=[CH:30][C:29]([C:32]([O:34][CH2:35][CH3:36])=[O:33])=[CH:28][N:27]=1)(=O)=O.O. The catalyst is C1COCC1. The product is [CH:3]1[C:12]2[C:7](=[CH:8][CH:9]=[CH:10][CH:11]=2)[CH:6]=[CH:5][C:4]=1[S:13]([N:16]1[CH2:21][CH2:20][N:19]([C:26]2[N:27]=[CH:28][C:29]([C:32]([O:34][CH2:35][CH3:36])=[O:33])=[CH:30][N:31]=2)[CH2:18][CH2:17]1)(=[O:15])=[O:14]. The yield is 0.840. (2) The reactants are C[O:2][C:3]1[CH:4]=[C:5]([CH2:10][C@@H:11]2[C@:20]3([CH3:21])[C@H:15]([C:16]([CH3:23])([CH3:22])[CH2:17][CH2:18][CH2:19]3)[CH2:14][CH2:13][C@@H:12]2[CH2:24][OH:25])[CH:6]=[C:7]([CH3:9])[CH:8]=1. The catalyst is CN1C(=O)CCC1. The product is [OH:25][CH2:24][C@H:12]1[CH2:13][CH2:14][C@@H:15]2[C@:20]([CH3:21])([CH2:19][CH2:18][CH2:17][C:16]2([CH3:23])[CH3:22])[C@H:11]1[CH2:10][C:5]1[CH:4]=[C:3]([OH:2])[CH:8]=[C:7]([CH3:9])[CH:6]=1. The yield is 0.500.